The task is: Predict the reactants needed to synthesize the given product.. This data is from Full USPTO retrosynthesis dataset with 1.9M reactions from patents (1976-2016). (1) Given the product [Cl:25][CH2:24][O:23][C:21]1[CH:20]=[CH:19][C:17]2[N:18]=[C:14]([NH:12][NH:13][C:9]([C:7]3[O:8][C:4]([N+:1]([O-:3])=[O:2])=[CH:5][CH:6]=3)=[O:10])[S:15][C:16]=2[CH:22]=1, predict the reactants needed to synthesize it. The reactants are: [N+:1]([C:4]1[O:8][C:7]([C:9](Cl)=[O:10])=[CH:6][CH:5]=1)([O-:3])=[O:2].[NH:12]([C:14]1[S:15][C:16]2[CH:22]=[C:21]([O:23][CH2:24][Cl:25])[CH:20]=[CH:19][C:17]=2[N:18]=1)[NH2:13]. (2) Given the product [NH2:1][C:4]1[CH:5]=[CH:6][C:7]([N:10]2[CH2:15][CH2:14][O:13][C@@H:12]([CH2:16][OH:17])[CH2:11]2)=[CH:8][CH:9]=1, predict the reactants needed to synthesize it. The reactants are: [N+:1]([C:4]1[CH:9]=[CH:8][C:7]([N:10]2[CH2:15][CH2:14][O:13][C@@H:12]([CH2:16][OH:17])[CH2:11]2)=[CH:6][CH:5]=1)([O-])=O.[Cl-].[NH4+].O. (3) The reactants are: [NH2:1][C:2]1[CH:7]=[CH:6][C:5]([NH:8][C:9](=[O:15])/[CH:10]=[CH:11]\[C:12]([OH:14])=[O:13])=[CH:4][CH:3]=1.O1CCCC1. Given the product [OH2:13].[NH2:1][C:2]1[CH:3]=[CH:4][C:5]([NH:8][C:9](=[O:15])/[CH:10]=[CH:11]\[C:12]([OH:14])=[O:13])=[CH:6][CH:7]=1, predict the reactants needed to synthesize it. (4) The reactants are: [Cl:1][C:2]1[C:7]([N+:8]([O-])=O)=[C:6]([OH:11])[C:5]([O:12][CH2:13][CH2:14][CH2:15][C:16]2[CH:21]=[CH:20][CH:19]=[CH:18][CH:17]=2)=[C:4]([O:22][CH2:23][CH2:24][Cl:25])[C:3]=1[C:26](=[O:28])[CH3:27].O.O.Cl[Sn]Cl.[CH3:34][CH2:35]O. Given the product [C:26]([C:3]1[C:4]([O:22][CH2:23][CH2:24][Cl:25])=[C:5]([O:12][CH2:13][CH2:14][CH2:15][C:16]2[CH:21]=[CH:20][CH:19]=[CH:18][CH:17]=2)[C:6]2[O:11][C:34]([CH3:35])=[N:8][C:7]=2[C:2]=1[Cl:1])(=[O:28])[CH3:27], predict the reactants needed to synthesize it. (5) Given the product [CH2:22]([O:13][C:12]([C:10]1[C:11]2[C:6](=[CH:5][CH:4]=[CH:3][C:2]=2[Br:1])[CH:7]=[CH:8][CH:9]=1)=[O:14])[CH3:23], predict the reactants needed to synthesize it. The reactants are: [Br:1][C:2]1[CH:3]=[CH:4][CH:5]=[C:6]2[C:11]=1[C:10]([C:12]([OH:14])=[O:13])=[CH:9][CH:8]=[CH:7]2.C(=O)([O-])[O-].[K+].[K+].I[CH2:22][CH3:23]. (6) The reactants are: [F:1][C:2]1[CH:3]=[C:4]([CH:46]=[C:47]([F:49])[CH:48]=1)[CH2:5][C@H:6]([NH:24][C:25]([C:27]1[C:28]2[CH2:29][CH2:30][N:31]([CH:39]([CH2:43][CH2:44][CH3:45])[CH2:40][CH2:41][CH3:42])[C:32](=[O:38])[C:33]=2[CH:34]=[C:35]([Cl:37])[CH:36]=1)=[O:26])[C@H:7]([OH:23])[CH2:8][NH:9][C:10]1([C:13]2[CH:18]=[CH:17][CH:16]=[C:15]([C:19]([F:22])([F:21])[F:20])[CH:14]=2)[CH2:12][CH2:11]1.Cl. Given the product [ClH:37].[F:1][C:2]1[CH:3]=[C:4]([CH:46]=[C:47]([F:49])[CH:48]=1)[CH2:5][C@H:6]([NH:24][C:25]([C:27]1[C:28]2[CH2:29][CH2:30][N:31]([CH:39]([CH2:40][CH2:41][CH3:42])[CH2:43][CH2:44][CH3:45])[C:32](=[O:38])[C:33]=2[CH:34]=[C:35]([Cl:37])[CH:36]=1)=[O:26])[C@H:7]([OH:23])[CH2:8][NH:9][C:10]1([C:13]2[CH:18]=[CH:17][CH:16]=[C:15]([C:19]([F:21])([F:20])[F:22])[CH:14]=2)[CH2:11][CH2:12]1, predict the reactants needed to synthesize it.